Dataset: Full USPTO retrosynthesis dataset with 1.9M reactions from patents (1976-2016). Task: Predict the reactants needed to synthesize the given product. (1) Given the product [Cl:7][C:8]1[C:17]2[C:12](=[CH:13][CH:14]=[CH:15][CH:16]=2)[C:11](=[O:18])[N:10]([CH:20]([CH3:22])[CH3:21])[N:9]=1, predict the reactants needed to synthesize it. The reactants are: C(=O)([O-])[O-].[K+].[K+].[Cl:7][C:8]1[C:17]2[C:12](=[CH:13][CH:14]=[CH:15][CH:16]=2)[C:11](=[O:18])[NH:10][N:9]=1.Br[CH:20]([CH3:22])[CH3:21]. (2) Given the product [CH2:1]([O:8][C:9]1[C:10]([O:18][CH3:19])=[CH:11][C:12]([C:15](=[O:17])[CH3:16])=[C:13]([N+:20]([O-:22])=[O:21])[CH:14]=1)[C:2]1[CH:3]=[CH:4][CH:5]=[CH:6][CH:7]=1, predict the reactants needed to synthesize it. The reactants are: [CH2:1]([O:8][C:9]1[CH:14]=[CH:13][C:12]([C:15](=[O:17])[CH3:16])=[CH:11][C:10]=1[O:18][CH3:19])[C:2]1[CH:7]=[CH:6][CH:5]=[CH:4][CH:3]=1.[N+:20]([O-])([OH:22])=[O:21].S(=O)(=O)(O)O. (3) Given the product [Cl:27][C:28]1[CH:29]=[N:30][CH:31]=[C:32]([Cl:35])[C:1]=1[N:8]1[CH2:9][CH2:10][C:11]([CH3:19])([C:14]([O:16][CH2:17][CH3:18])=[O:15])[CH2:12][CH2:13]1, predict the reactants needed to synthesize it. The reactants are: [C:1]([N:8]1[CH2:13][CH2:12][C:11]([CH3:19])([C:14]([O:16][CH2:17][CH3:18])=[O:15])[CH2:10][CH2:9]1)(OC(C)(C)C)=O.FC(F)(F)C(O)=O.[Cl:27][C:28]1[CH:29]=[N:30][CH:31]=[C:32]([Cl:35])C=1Cl.C(N(CC)CC)C.C(=O)([O-])O.[Na+]. (4) Given the product [F:16][C:2]1([F:1])[CH2:5][N:4]([C:6]2[N:7]=[CH:8][C:9]([C:12]([OH:14])=[O:13])=[N:10][CH:11]=2)[CH2:3]1, predict the reactants needed to synthesize it. The reactants are: [F:1][C:2]1([F:16])[CH2:5][N:4]([C:6]2[N:7]=[CH:8][C:9]([C:12]([O:14]C)=[O:13])=[N:10][CH:11]=2)[CH2:3]1.O.[OH-].[Li+].Cl. (5) The reactants are: ClC(OCC(C)C)=O.C[N:10]1[CH2:15][CH2:14]O[CH2:12][CH2:11]1.[C:16]([O:20][C:21]([NH:23][CH2:24][C:25]([C:27]1[CH:37]=[CH:36][C:30]([O:31][CH2:32][C:33]([OH:35])=O)=[CH:29][CH:28]=1)=[O:26])=[O:22])([CH3:19])([CH3:18])[CH3:17].C(NCC)C.C([O-])(O)=O.[Na+]. Given the product [C:16]([O:20][C:21](=[O:22])[NH:23][CH2:24][C:25]([C:27]1[CH:28]=[CH:29][C:30]([O:31][CH2:32][C:33](=[O:35])[N:10]([CH2:15][CH3:14])[CH2:11][CH3:12])=[CH:36][CH:37]=1)=[O:26])([CH3:17])([CH3:18])[CH3:19], predict the reactants needed to synthesize it.